From a dataset of Reaction yield outcomes from USPTO patents with 853,638 reactions. Predict the reaction yield, written as a fraction of the theoretical maximum amount of product (1.0 means a 100% yield; for example, 0.34 means a 34% yield). (1) The reactants are CN(C(ON1N=NC2C=CC=NC1=2)=[N+](C)C)C.F[P-](F)(F)(F)(F)F.Cl.Cl.[NH:27]1[CH2:32][CH:31]=[C:30]([C:33]2[CH:34]=[CH:35][C:36]([CH2:39][C@@H:40]([C:52]([O:54]C)=[O:53])[NH:41][C:42](=[O:51])[C:43]3[C:48]([Cl:49])=[CH:47][CH:46]=[CH:45][C:44]=3[Cl:50])=[N:37][CH:38]=2)[CH2:29][CH2:28]1.[OH:56][C:57]1([C:60](O)=[O:61])[CH2:59][CH2:58]1.C(N(CC)CC)C. The catalyst is CN(C=O)C. The product is [Cl:49][C:48]1[CH:47]=[CH:46][CH:45]=[C:44]([Cl:50])[C:43]=1[C:42]([NH:41][C@H:40]([C:52]([OH:54])=[O:53])[CH2:39][C:36]1[N:37]=[CH:38][C:33]([C:30]2[CH2:29][CH2:28][N:27]([C:60]([C:57]3([OH:56])[CH2:59][CH2:58]3)=[O:61])[CH2:32][CH:31]=2)=[CH:34][CH:35]=1)=[O:51]. The yield is 0.180. (2) The reactants are C1N=CN(C(N2C=NC=C2)=O)C=1.[O:13]1[CH2:18][CH2:17][CH:16]([C:19]([OH:21])=O)[CH2:15][CH2:14]1.[Cl:22][C:23]1[C:36]([CH2:37][N:38]2[CH2:42][CH2:41][CH2:40][CH2:39]2)=[C:35]([Cl:43])[CH:34]=[CH:33][C:24]=1[O:25][C@H:26]1[CH2:29][C@H:28]([CH2:30][NH:31][CH3:32])[CH2:27]1. The catalyst is C1COCC1. The product is [ClH:22].[Cl:22][C:23]1[C:36]([CH2:37][N:38]2[CH2:42][CH2:41][CH2:40][CH2:39]2)=[C:35]([Cl:43])[CH:34]=[CH:33][C:24]=1[O:25][C@H:26]1[CH2:29][C@H:28]([CH2:30][N:31]([CH3:32])[C:19]([CH:16]2[CH2:15][CH2:14][O:13][CH2:18][CH2:17]2)=[O:21])[CH2:27]1. The yield is 0.850.